Dataset: Full USPTO retrosynthesis dataset with 1.9M reactions from patents (1976-2016). Task: Predict the reactants needed to synthesize the given product. (1) Given the product [O:17]=[C:13]1[NH:12][C:11]2[N:18]=[C:7]([O:6][CH2:5][CH2:4][CH2:3][CH2:2][O:1][S:27]([CH3:26])(=[O:29])=[O:28])[CH:8]=[CH:9][C:10]=2[CH2:16][CH2:15][NH:14]1, predict the reactants needed to synthesize it. The reactants are: [OH:1][CH2:2][CH2:3][CH2:4][CH2:5][O:6][C:7]1[CH:8]=[CH:9][C:10]2[CH2:16][CH2:15][NH:14][C:13](=[O:17])[NH:12][C:11]=2[N:18]=1.C(N(CC)CC)C.[CH3:26][S:27](Cl)(=[O:29])=[O:28].O. (2) Given the product [Cl:37][C:38]1[CH:39]=[C:40]([C:41]([NH:8][C:9]2[CH:10]=[C:11]([N:15]([CH2:18][C:19]3[C:28]4[C:23](=[CH:24][CH:25]=[CH:26][CH:27]=4)[CH:22]=[CH:21][CH:20]=3)[CH:16]=[O:17])[CH:12]=[CH:13][CH:14]=2)=[O:42])[CH:44]=[C:45]([Cl:47])[CH:46]=1, predict the reactants needed to synthesize it. The reactants are: C(OC([NH:8][C:9]1[CH:10]=[C:11]([N:15]([CH2:18][C:19]2[C:28]3[C:23](=[CH:24][CH:25]=[CH:26][CH:27]=3)[CH:22]=[CH:21][CH:20]=2)[CH:16]=[O:17])[CH:12]=[CH:13][CH:14]=1)=O)(C)(C)C.Cl.NC1C=CC=CC=1.[Cl:37][C:38]1[CH:39]=[C:40]([CH:44]=[C:45]([Cl:47])[CH:46]=1)[C:41](Cl)=[O:42]. (3) Given the product [CH2:33]([O:32][C:31]1[N:35]=[C:26]([CH:14]2[CH2:13][CH:12]([C:3]3[CH:4]=[CH:5][C:6]([C:8]([F:11])([F:10])[F:9])=[CH:7][C:2]=3[F:1])[CH2:17][N:16]([C:18]([N:20]3[CH2:25][CH2:24][S:23][CH2:22][CH2:21]3)=[O:19])[CH2:15]2)[O:27][N:30]=1)[CH3:34], predict the reactants needed to synthesize it. The reactants are: [F:1][C:2]1[CH:7]=[C:6]([C:8]([F:11])([F:10])[F:9])[CH:5]=[CH:4][C:3]=1[CH:12]1[CH2:17][N:16]([C:18]([N:20]2[CH2:25][CH2:24][S:23][CH2:22][CH2:21]2)=[O:19])[CH2:15][CH:14]([C:26](O)=[O:27])[CH2:13]1.O[NH:30][C:31](=[NH:35])[O:32][CH2:33][CH3:34]. (4) Given the product [CH3:11][NH:10][CH2:9][CH2:8][O:7][C:6]1[CH:13]=[CH:14][C:3]([C:2]([F:1])([F:15])[F:16])=[CH:4][CH:5]=1, predict the reactants needed to synthesize it. The reactants are: [F:1][C:2]([F:16])([F:15])[C:3]1[CH:14]=[CH:13][C:6]([O:7][CH2:8][CH2:9][NH:10][CH:11]=O)=[CH:5][CH:4]=1.B.C1COCC1.Cl.[OH-].[Na+]. (5) Given the product [F:1][C:2]1[CH:9]=[CH:8][C:5]([C:6]([NH:10][OH:11])=[NH:7])=[CH:4][CH:3]=1, predict the reactants needed to synthesize it. The reactants are: [F:1][C:2]1[CH:9]=[CH:8][C:5]([C:6]#[N:7])=[CH:4][CH:3]=1.[NH2:10][OH:11].Cl. (6) Given the product [Si:1]([O:18][C:19]1[CH:20]=[CH:21][C:22]([C:25](=[O:26])[C:27]([C:33]2[CH:34]=[C:35]([C:39]3[CH:44]=[CH:43][CH:42]=[C:41]([O:45][CH3:46])[CH:40]=3)[CH:36]=[CH:37][CH:38]=2)=[O:51])=[CH:23][CH:24]=1)([C:14]([CH3:17])([CH3:16])[CH3:15])([C:2]1[CH:7]=[CH:6][CH:5]=[CH:4][CH:3]=1)[C:8]1[CH:13]=[CH:12][CH:11]=[CH:10][CH:9]=1, predict the reactants needed to synthesize it. The reactants are: [Si:1]([O:18][C:19]1[CH:24]=[CH:23][C:22]([CH:25]([C:27]2([C:33]3[CH:34]=[C:35]([C:39]4[CH:44]=[CH:43][CH:42]=[C:41]([O:45][CH3:46])[CH:40]=4)[CH:36]=[CH:37][CH:38]=3)SCCCS2)[OH:26])=[CH:21][CH:20]=1)([C:14]([CH3:17])([CH3:16])[CH3:15])([C:8]1[CH:13]=[CH:12][CH:11]=[CH:10][CH:9]=1)[C:2]1[CH:7]=[CH:6][CH:5]=[CH:4][CH:3]=1.C([OH:51])(C)(C)C.C(OI1(OC(=O)C)(OC(=O)C)C2C=CC=CC=2C(=O)O1)(=O)C.S([O-])([O-])(=O)=S.[Na+].[Na+].